Dataset: Forward reaction prediction with 1.9M reactions from USPTO patents (1976-2016). Task: Predict the product of the given reaction. (1) Given the reactants F[C:2]1[C:7]([C:8]([F:11])([F:10])[F:9])=[C:6]([O:12][CH3:13])[N:5]=[CH:4][N:3]=1.[OH-].[NH4+:15], predict the reaction product. The product is: [CH3:13][O:12][C:6]1[N:5]=[CH:4][N:3]=[C:2]([NH2:15])[C:7]=1[C:8]([F:11])([F:10])[F:9]. (2) Given the reactants [F:1][C:2]1[C:12](B2OC(C)(C)C(C)(C)O2)=[CH:11][C:5]2[N:6]([CH3:10])[C:7](=[O:9])[O:8][C:4]=2[CH:3]=1.Br[C:23]1[CH:24]=[C:25]([NH:29][S:30]([CH2:33][CH3:34])(=[O:32])=[O:31])[CH:26]=[N:27][CH:28]=1.[O-]P([O-])([O-])=O.[K+].[K+].[K+], predict the reaction product. The product is: [F:1][C:2]1[C:12]([C:23]2[CH:24]=[C:25]([NH:29][S:30]([CH2:33][CH3:34])(=[O:32])=[O:31])[CH:26]=[N:27][CH:28]=2)=[CH:11][C:5]2[N:6]([CH3:10])[C:7](=[O:9])[O:8][C:4]=2[CH:3]=1.